From a dataset of Full USPTO retrosynthesis dataset with 1.9M reactions from patents (1976-2016). Predict the reactants needed to synthesize the given product. (1) Given the product [CH3:24][N:25]([CH3:29])[CH2:26][CH2:27][NH:28][C:19]([C:10]1[C:9]2[C:14](=[N:15][C:16]3[C:7]([N:8]=2)=[C:6]2[CH:22]=[CH:23][C:3]([O:2][CH3:1])=[CH:4][C:5]2=[CH:18][CH:17]=3)[CH:13]=[CH:12][CH:11]=1)=[O:20], predict the reactants needed to synthesize it. The reactants are: [CH3:1][O:2][C:3]1[CH:23]=[CH:22][C:6]2=[C:7]3[C:16](=[CH:17][CH:18]=[C:5]2[CH:4]=1)[N:15]=[C:14]1[C:9]([C:10]([C:19](O)=[O:20])=[CH:11][CH:12]=[CH:13]1)=[N:8]3.[CH3:24][N:25]([CH3:29])[CH2:26][CH2:27][NH2:28]. (2) Given the product [CH3:31][C@@H:32]([CH2:47][CH3:48])[C@H:33]([NH:37][C:38](=[O:46])[CH2:39][C:40]1[CH:45]=[CH:44][CH:43]=[CH:42][CH:41]=1)[C:23]([NH:22][C@@H:20]([CH3:21])[C:19]([N:11]1[C:12]2[C:17](=[CH:16][CH:15]=[CH:14][CH:13]=2)[CH2:18][C@H:10]1[C:8]([NH:7][CH2:6][C:5]1[N:4]=[N:3][NH:2][N:1]=1)=[O:9])=[O:30])=[O:29], predict the reactants needed to synthesize it. The reactants are: [N:1]1[NH:2][N:3]=[N:4][C:5]=1[CH2:6][NH:7][C:8]([C@@H:10]1[CH2:18][C:17]2[C:12](=[CH:13][CH:14]=[CH:15][CH:16]=2)[N:11]1[C:19](=[O:30])[C@@H:20]([NH:22][C:23](=[O:29])OC(C)(C)C)[CH3:21])=[O:9].[CH3:31][C@@H:32]([CH2:47][CH3:48])[C@H:33]([NH:37][C:38](=[O:46])[CH2:39][C:40]1[CH:45]=[CH:44][CH:43]=[CH:42][CH:41]=1)C(O)=O.